This data is from Experimentally validated miRNA-target interactions with 360,000+ pairs, plus equal number of negative samples. The task is: Binary Classification. Given a miRNA mature sequence and a target amino acid sequence, predict their likelihood of interaction. (1) The miRNA is hsa-miR-8087 with sequence GAAGACUUCUUGGAUUACAGGGG. The protein sequence of the target gene is MVQRDMSKSPPTAAAAVAQEIQMELLENVAPAGALGAAAQSYGKGARRKNRFKGSDGSTSSDTTSNSFVRQGSADSYTSRPSDSDVSLEEDREAVRREAERQAQAQLEKAKTKPVAFAVRTNVSYSAAHEDDVPVPGMAISFEAKDFLHVKEKFNNDWWIGRLVKEGCEIGFIPSPVKLENMRLQHEQRAKQGKFYSSKSGGNSSSSLGDIVPSSRKSTPPSSAIDIDATGLDAEENDIPANHRSPKPSANSVTSPHSKEKRMPFFKKTEHTPPYDVVPSMRPVVLVGPSLKGYEVTDMM.... Result: 1 (interaction). (2) The protein sequence of the target gene is MKAVSPVRPSGRKAPSGCGGGELALRCLAEHGHSLGGSAAAAAAAAAARCKAAEAAADEPALCLQCDMNDCYSRLRRLVPTIPPNKKVSKVEILQHVIDYILDLQLALETHPALLRQPPPPAPPLHPAGACPVAPPRTPLTALNTDPAGAVNKQGDSILCR. Result: 0 (no interaction). The miRNA is hsa-miR-218-2-3p with sequence CAUGGUUCUGUCAAGCACCGCG.